From a dataset of Forward reaction prediction with 1.9M reactions from USPTO patents (1976-2016). Predict the product of the given reaction. (1) Given the reactants [F:1][C:2]1[CH:7]=[CH:6][CH:5]=[CH:4][C:3]=1[C:8]1[N:16]=[C:11]2[CH:12]=[N:13][NH:14][CH:15]=[C:10]2[N:9]=1.Cl[CH2:18][C:19]1[O:23][N:22]=[C:21]([C:24]2[CH:25]=[C:26]3[C:30](=[CH:31][CH:32]=2)[NH:29][CH:28]=[CH:27]3)[CH:20]=1, predict the reaction product. The product is: [F:1][C:2]1[CH:7]=[CH:6][CH:5]=[CH:4][C:3]=1[C:8]1[N:16]=[C:11]2[CH:12]=[N:13][N:14]([CH2:18][C:19]3[O:23][N:22]=[C:21]([C:24]4[CH:25]=[C:26]5[C:30](=[CH:31][CH:32]=4)[NH:29][CH:28]=[CH:27]5)[CH:20]=3)[CH:15]=[C:10]2[N:9]=1. (2) Given the reactants [CH2:1]1[C:5]2[CH2:6][NH:7][CH2:8][C:4]=2[CH2:3][N:2]1[C:9]([O:11][C:12]([CH3:15])([CH3:14])[CH3:13])=[O:10].Br[C:17]1[S:18][C:19]([C:22]([O:24][CH2:25][CH3:26])=[O:23])=[CH:20][N:21]=1.C(N(CC)CC)C, predict the reaction product. The product is: [CH2:25]([O:24][C:22]([C:19]1[S:18][C:17]([N:7]2[CH2:6][C:5]3[CH2:1][N:2]([C:9]([O:11][C:12]([CH3:15])([CH3:14])[CH3:13])=[O:10])[CH2:3][C:4]=3[CH2:8]2)=[N:21][CH:20]=1)=[O:23])[CH3:26].